This data is from Reaction yield outcomes from USPTO patents with 853,638 reactions. The task is: Predict the reaction yield, written as a fraction of the theoretical maximum amount of product (1.0 means a 100% yield; for example, 0.34 means a 34% yield). (1) The reactants are [CH2:1]([O:8][C:9]([NH:11][C@H:12]([C:24]1[CH:29]=[CH:28][CH:27]=[CH:26][CH:25]=1)[C:13]([O:15][C@@H:16]1[CH:21]2[CH2:22][CH2:23][N:18]([CH2:19][CH2:20]2)[CH2:17]1)=[O:14])=[O:10])[C:2]1[CH:7]=[CH:6][CH:5]=[CH:4][CH:3]=1.[Br:30][CH2:31][C:32]([C:34]1[CH:39]=[CH:38][CH:37]=[CH:36][CH:35]=1)=[O:33]. The catalyst is CCOC(C)=O. The product is [Br-:30].[CH2:1]([O:8][C:9]([NH:11][C@H:12]([C:24]1[CH:29]=[CH:28][CH:27]=[CH:26][CH:25]=1)[C:13]([O:15][C@@H:16]1[CH:21]2[CH2:20][CH2:19][N+:18]([CH2:31][C:32](=[O:33])[C:34]3[CH:39]=[CH:38][CH:37]=[CH:36][CH:35]=3)([CH2:23][CH2:22]2)[CH2:17]1)=[O:14])=[O:10])[C:2]1[CH:7]=[CH:6][CH:5]=[CH:4][CH:3]=1. The yield is 0.748. (2) The reactants are CO[C:3](=[O:17])[C:4]1[CH:9]=[CH:8][C:7]([NH:10][C:11]2[CH:16]=[CH:15][N:14]=[CH:13][N:12]=2)=[CH:6][CH:5]=1.[Cl-].[CH3:19][C:20]1[S:24][C:23]([NH3+:25])=[N:22][C:21]=1[C:26]1[CH:31]=[CH:30][CH:29]=[C:28]([C:32]([F:35])([F:34])[F:33])[C:27]=1[F:36]. The product is [CH3:19][C:20]1[S:24][C:23]([NH:25][C:3](=[O:17])[C:4]2[CH:5]=[CH:6][C:7]([NH:10][C:11]3[CH:16]=[CH:15][N:14]=[CH:13][N:12]=3)=[CH:8][CH:9]=2)=[N:22][C:21]=1[C:26]1[CH:31]=[CH:30][CH:29]=[C:28]([C:32]([F:35])([F:33])[F:34])[C:27]=1[F:36]. No catalyst specified. The yield is 0.420. (3) The reactants are C([NH:9][C:10]([NH:12][C:13]1[CH:18]=[CH:17][CH:16]=[C:15]([CH3:19])[N:14]=1)=[S:11])(=O)C1C=CC=CC=1.[OH-].[Na+]. The catalyst is C1COCC1. The product is [CH3:19][C:15]1[N:14]=[C:13]([NH:12][C:10]([NH2:9])=[S:11])[CH:18]=[CH:17][CH:16]=1. The yield is 0.920. (4) The reactants are [CH3:1][O:2][C:3]1[CH:24]=[CH:23][C:6]([CH2:7][N:8]2[C:13]3[S:14][C:15]([CH:17]=O)=[CH:16][C:12]=3[C:11]3=[N:19][CH:20]=[N:21][N:10]3[C:9]2=[O:22])=[CH:5][CH:4]=1.Cl.[O:26]1[CH2:32][CH2:31][CH2:30][NH:29][CH2:28][CH2:27]1.C(N(CC)CC)C.[Na]. The catalyst is C(Cl)Cl. The product is [O:26]1[CH2:32][CH2:31][CH2:30][N:29]([CH2:17][C:15]2[S:14][C:13]3[N:8]([CH2:7][C:6]4[CH:5]=[CH:4][C:3]([O:2][CH3:1])=[CH:24][CH:23]=4)[C:9](=[O:22])[N:10]4[N:21]=[CH:20][N:19]=[C:11]4[C:12]=3[CH:16]=2)[CH2:28][CH2:27]1. The yield is 0.410. (5) The reactants are Br[C:2]1[C:10]2[C:5](=[C:6]([N+:11]([O-:13])=[O:12])[CH:7]=[CH:8][CH:9]=2)[NH:4][N:3]=1.[N:14]1[CH:19]=[CH:18][C:17](B(O)O)=[CH:16][CH:15]=1.C1COCC1.O.C([O-])([O-])=O.[Na+].[Na+]. The catalyst is C(OCC)(=O)C.Cl[Pd](Cl)([P](C1C=CC=CC=1)(C1C=CC=CC=1)C1C=CC=CC=1)[P](C1C=CC=CC=1)(C1C=CC=CC=1)C1C=CC=CC=1. The product is [N+:11]([C:6]1[CH:7]=[CH:8][CH:9]=[C:10]2[C:5]=1[NH:4][N:3]=[C:2]2[C:17]1[CH:18]=[CH:19][N:14]=[CH:15][CH:16]=1)([O-:13])=[O:12]. The yield is 0.800.